This data is from Catalyst prediction with 721,799 reactions and 888 catalyst types from USPTO. The task is: Predict which catalyst facilitates the given reaction. (1) Reactant: [CH2:1]([O:8][C:9]([NH:11][CH2:12][CH:13]1[CH2:18][CH2:17][N:16]([C:19]([O:21][C:22]([CH3:25])([CH3:24])[CH3:23])=[O:20])[CH2:15][CH2:14]1)=[O:10])[C:2]1[CH:7]=[CH:6][CH:5]=[CH:4][CH:3]=1.[H-].[Na+].S(C1C=CC(C)=CC=1)(O[CH3:32])(=O)=O.C(=O)(O)[O-].[Na+]. Product: [CH3:32][N:11]([CH2:12][CH:13]1[CH2:18][CH2:17][N:16]([C:19]([O:21][C:22]([CH3:25])([CH3:24])[CH3:23])=[O:20])[CH2:15][CH2:14]1)[C:9]([O:8][CH2:1][C:2]1[CH:3]=[CH:4][CH:5]=[CH:6][CH:7]=1)=[O:10]. The catalyst class is: 31. (2) Reactant: [N:1]1([C:5]([C:7]2[CH:8]=[C:9]([Cl:30])[C:10]([O:13][C:14]3[CH:15]=[C:16]([CH:21]=[C:22]([O:24][C@H:25]4[CH2:29][CH2:28][O:27][CH2:26]4)[CH:23]=3)[C:17]([O:19]C)=[O:18])=[N:11][CH:12]=2)=[O:6])[CH2:4][CH2:3][CH2:2]1.[OH-].[Na+].O. Product: [N:1]1([C:5]([C:7]2[CH:8]=[C:9]([Cl:30])[C:10]([O:13][C:14]3[CH:15]=[C:16]([CH:21]=[C:22]([O:24][C@H:25]4[CH2:29][CH2:28][O:27][CH2:26]4)[CH:23]=3)[C:17]([OH:19])=[O:18])=[N:11][CH:12]=2)=[O:6])[CH2:4][CH2:3][CH2:2]1. The catalyst class is: 36. (3) Reactant: [CH2:1]([N:8]([CH2:28][C:29]1[CH:34]=[CH:33][CH:32]=[CH:31][CH:30]=1)[C@@H:9]([CH2:20][C:21]1[CH:26]=[CH:25][CH:24]=[C:23]([F:27])[CH:22]=1)[C:10](OCC1C=CC=CC=1)=[O:11])[C:2]1[CH:7]=[CH:6][CH:5]=[CH:4][CH:3]=1.[H-].[H-].[H-].[H-].[Li+].[Al+3]. Product: [CH2:28]([N:8]([CH2:1][C:2]1[CH:3]=[CH:4][CH:5]=[CH:6][CH:7]=1)[C@@H:9]([CH2:20][C:21]1[CH:26]=[CH:25][CH:24]=[C:23]([F:27])[CH:22]=1)[CH2:10][OH:11])[C:29]1[CH:30]=[CH:31][CH:32]=[CH:33][CH:34]=1. The catalyst class is: 1.